This data is from Catalyst prediction with 721,799 reactions and 888 catalyst types from USPTO. The task is: Predict which catalyst facilitates the given reaction. Reactant: C(OC(=O)[NH:7][CH2:8][CH2:9][CH2:10][O:11][C:12]1[CH:17]=[CH:16][C:15]([NH:18][C:19]2[S:20][C:21]([C:25](=[O:35])[C:26]3[CH:31]=[CH:30][C:29]([O:32][CH3:33])=[C:28]([F:34])[CH:27]=3)=[C:22]([NH2:24])[N:23]=2)=[CH:14][CH:13]=1)(C)(C)C.FC(F)(F)C(O)=O. Product: [NH2:24][C:22]1[N:23]=[C:19]([NH:18][C:15]2[CH:16]=[CH:17][C:12]([O:11][CH2:10][CH2:9][CH2:8][NH2:7])=[CH:13][CH:14]=2)[S:20][C:21]=1[C:25]([C:26]1[CH:31]=[CH:30][C:29]([O:32][CH3:33])=[C:28]([F:34])[CH:27]=1)=[O:35]. The catalyst class is: 4.